Dataset: Forward reaction prediction with 1.9M reactions from USPTO patents (1976-2016). Task: Predict the product of the given reaction. Given the reactants [O:1]=[C:2]1[C:10]2[C:5](=[CH:6][CH:7]=[C:8]([C:11]#[N:12])[CH:9]=2)[CH2:4][NH:3]1.[CH3:13][C:14]([O:17][C:18](O[C:18]([O:17][C:14]([CH3:16])([CH3:15])[CH3:13])=[O:19])=[O:19])([CH3:16])[CH3:15].[BH4-].[Na+], predict the reaction product. The product is: [C:14]([O:17][C:18](=[O:19])[NH:12][CH2:11][C:8]1[CH:9]=[C:10]2[C:5](=[CH:6][CH:7]=1)[CH2:4][NH:3][C:2]2=[O:1])([CH3:16])([CH3:15])[CH3:13].